Dataset: Forward reaction prediction with 1.9M reactions from USPTO patents (1976-2016). Task: Predict the product of the given reaction. (1) Given the reactants [F:1][C:2]([F:13])([F:12])[C:3]1[N:8]=[CH:7][C:6](B(O)O)=[CH:5][CH:4]=1.Cl[C:15]1[N:20]=[C:19]([CH3:21])[C:18]([O:22][CH3:23])=[CH:17][CH:16]=1.C([O-])([O-])=O.[K+].[K+].COCCOC, predict the reaction product. The product is: [CH3:23][O:22][C:18]1[CH:17]=[CH:16][C:15]([C:6]2[CH:7]=[N:8][C:3]([C:2]([F:13])([F:12])[F:1])=[CH:4][CH:5]=2)=[N:20][C:19]=1[CH3:21]. (2) Given the reactants [CH3:1][O:2][C:3](=[O:12])[C:4]1[C:9]([CH3:10])=[CH:8][CH:7]=[CH:6][C:5]=1[Br:11].C1C(=O)N([Br:20])C(=O)C1, predict the reaction product. The product is: [CH3:1][O:2][C:3](=[O:12])[C:4]1[C:9]([CH2:10][Br:20])=[CH:8][CH:7]=[CH:6][C:5]=1[Br:11]. (3) Given the reactants OO.[OH:3][CH:4]1[CH2:9][C:8]([CH3:11])([CH3:10])[N:7]([OH:12])[C:6]([CH3:14])([CH3:13])[CH2:5]1.S([O-])([O-])=O.[Na+].[Na+].[C:21]([OH:25])([CH3:24])([CH3:23])[CH3:22], predict the reaction product. The product is: [OH:3][CH:4]1[CH2:9][C:8]([CH3:10])([CH3:11])[N:7]([O:12][CH2:22][C:21]([OH:25])([CH3:24])[CH3:23])[C:6]([CH3:14])([CH3:13])[CH2:5]1.